From a dataset of Reaction yield outcomes from USPTO patents with 853,638 reactions. Predict the reaction yield, written as a fraction of the theoretical maximum amount of product (1.0 means a 100% yield; for example, 0.34 means a 34% yield). (1) The reactants are [Cl:1][C:2]1[CH:7]=[CH:6][CH:5]=[CH:4][C:3]=1[NH:8][C:9](=[O:23])[NH:10][C:11]1[CH:16]=[CH:15][C:14]([CH2:17][C:18]([OH:20])=O)=[CH:13][C:12]=1[O:21][CH3:22].[CH:24]1[C:33]2[C:28](=[CH:29][CH:30]=[CH:31][CH:32]=2)[CH:27]=[CH:26][C:25]=1[O:34][C@@H:35]1[CH2:39][NH:38][C@H:37]([CH2:40][O:41][C:42]2[CH:51]=[CH:50][C:45]([C:46]([O:48][CH3:49])=[O:47])=[CH:44][CH:43]=2)[CH2:36]1.CCN=C=NCCCN(C)C.Cl. The catalyst is CN(C1C=CN=CC=1)C.CN(C=O)C. The product is [Cl:1][C:2]1[CH:7]=[CH:6][CH:5]=[CH:4][C:3]=1[NH:8][C:9](=[O:23])[NH:10][C:11]1[CH:16]=[CH:15][C:14]([CH2:17][C:18]([N:38]2[CH2:39][C@@H:35]([O:34][C:25]3[CH:26]=[CH:27][C:28]4[C:33](=[CH:32][CH:31]=[CH:30][CH:29]=4)[CH:24]=3)[CH2:36][C@H:37]2[CH2:40][O:41][C:42]2[CH:43]=[CH:44][C:45]([C:46]([O:48][CH3:49])=[O:47])=[CH:50][CH:51]=2)=[O:20])=[CH:13][C:12]=1[O:21][CH3:22]. The yield is 0.680. (2) The reactants are Cl[C:2]1[N:7]=[N:6][C:5]([C:8]([NH2:10])=[O:9])=[C:4]([NH:11][C:12]2[CH:16]=[CH:15][N:14]([CH3:17])[N:13]=2)[CH:3]=1.[NH2:18][C@@H:19]1[CH2:24][CH2:23][CH2:22][CH2:21][C@@H:20]1[NH:25][C:26](=[O:32])[O:27][C:28]([CH3:31])([CH3:30])[CH3:29]. The catalyst is CN1CCCC1=O.C(OCC)(=O)C.O. The product is [C:28]([O:27][C:26](=[O:32])[NH:25][C@H:20]1[CH2:21][CH2:22][CH2:23][CH2:24][C@H:19]1[NH:18][C:2]1[N:7]=[N:6][C:5]([C:8](=[O:9])[NH2:10])=[C:4]([NH:11][C:12]2[CH:16]=[CH:15][N:14]([CH3:17])[N:13]=2)[CH:3]=1)([CH3:31])([CH3:29])[CH3:30]. The yield is 0.170.